This data is from Full USPTO retrosynthesis dataset with 1.9M reactions from patents (1976-2016). The task is: Predict the reactants needed to synthesize the given product. (1) Given the product [C:1]([O:5][C:6]([N:8]1[CH2:9][CH2:10][C:11](=[O:14])[C:12](=[CH:17][N:18]([CH3:20])[CH3:19])[CH2:13]1)=[O:7])([CH3:4])([CH3:2])[CH3:3], predict the reactants needed to synthesize it. The reactants are: [C:1]([O:5][C:6]([N:8]1[CH2:13][CH2:12][C:11](=[O:14])[CH2:10][CH2:9]1)=[O:7])([CH3:4])([CH3:3])[CH3:2].CO[CH:17](OC)[N:18]([CH3:20])[CH3:19]. (2) Given the product [F:5][C:6]1[CH:7]=[C:8]([C:12]2[CH:13]=[C:14]3[C:18](=[CH:19][CH:20]=2)[N:17]([C:2]([NH:1][CH3:4])=[O:3])[CH2:16][CH2:15]3)[CH:9]=[N:10][CH:11]=1, predict the reactants needed to synthesize it. The reactants are: [N:1]([CH3:4])=[C:2]=[O:3].[F:5][C:6]1[CH:7]=[C:8]([C:12]2[CH:13]=[C:14]3[C:18](=[CH:19][CH:20]=2)[NH:17][CH2:16][CH2:15]3)[CH:9]=[N:10][CH:11]=1. (3) Given the product [O:1]1[C:5]2[CH:6]=[CH:7][C:8]([C:10]3([C:13]([NH:32][C:29]4[CH:28]=[CH:27][C:26]([Br:25])=[CH:31][N:30]=4)=[O:15])[CH2:11][CH2:12]3)=[CH:9][C:4]=2[O:3][CH2:2]1, predict the reactants needed to synthesize it. The reactants are: [O:1]1[C:5]2[CH:6]=[CH:7][C:8]([C:10]3([C:13]([OH:15])=O)[CH2:12][CH2:11]3)=[CH:9][C:4]=2[O:3][CH2:2]1.S(Cl)(Cl)=O.CN(C)C=O.[Br:25][C:26]1[CH:27]=[CH:28][C:29]([NH2:32])=[N:30][CH:31]=1. (4) Given the product [C:2]([C:7]1[O:11][C:10]([CH2:12][N:13]2[N:17]=[C:16]([NH:18][C:33]([C:29]3[N:30]=[CH:31][O:32][C:28]=3[C:26]3[CH:25]=[CH:24][CH:23]=[C:22]([C:21]([F:37])([F:20])[F:36])[N:27]=3)=[O:34])[CH:15]=[N:14]2)=[CH:9][CH:8]=1)(=[O:6])[CH3:1], predict the reactants needed to synthesize it. The reactants are: [CH3:1][C:2]1([C:7]2[O:11][C:10]([CH2:12][N:13]3[N:17]=[C:16]([NH2:18])[CH:15]=[N:14]3)=[CH:9][CH:8]=2)[O:6]CCO1.[Li+].[F:20][C:21]([F:37])([F:36])[C:22]1[N:27]=[C:26]([C:28]2[O:32][CH:31]=[N:30][C:29]=2[C:33]([O-])=[O:34])[CH:25]=[CH:24][CH:23]=1. (5) Given the product [Cl:20][C:17]1[CH:18]=[CH:19][C:14]([C:5]2[N:6]=[C:7]3[CH:12]=[CH:11][C:10]([F:13])=[CH:9][N:8]3[C:4]=2[CH2:3][N:24]2[CH:25]=[CH:26][CH:27]=[C:22]([CH3:21])[C:23]2=[O:28])=[CH:15][CH:16]=1, predict the reactants needed to synthesize it. The reactants are: Cl.Cl[CH2:3][C:4]1[N:8]2[CH:9]=[C:10]([F:13])[CH:11]=[CH:12][C:7]2=[N:6][C:5]=1[C:14]1[CH:19]=[CH:18][C:17]([Cl:20])=[CH:16][CH:15]=1.[CH3:21][C:22]1[C:23](=[O:28])[NH:24][CH:25]=[CH:26][CH:27]=1.C(/C(O)=O)=C\C(O)=O.N.N. (6) Given the product [CH3:27][O:26][C:22](=[O:25])[CH2:23][CH2:24][N:7]1[C:6]2[CH:15]=[C:2]([Cl:1])[CH:3]=[CH:4][C:5]=2[O:10][CH:9]([CH:11]([CH3:13])[CH3:12])[C:8]1=[O:14], predict the reactants needed to synthesize it. The reactants are: [Cl:1][C:2]1[CH:3]=[CH:4][C:5]2[O:10][CH:9]([CH:11]([CH3:13])[CH3:12])[C:8](=[O:14])[NH:7][C:6]=2[CH:15]=1.C(=O)([O-])[O-].[K+].[K+].[C:22]([O:26][CH3:27])(=[O:25])[CH:23]=[CH2:24].C(OCC)(=O)C.